From a dataset of Reaction yield outcomes from USPTO patents with 853,638 reactions. Predict the reaction yield, written as a fraction of the theoretical maximum amount of product (1.0 means a 100% yield; for example, 0.34 means a 34% yield). (1) The reactants are F[C:2]1[N:7]2[CH:8]=[C:9]([CH2:11][N:12]3[C@@H:25]4[C@@H:16]([CH2:17][CH2:18][C:19]5[C:24]4=[N:23][CH:22]=[CH:21][CH:20]=5)[CH2:15][CH2:14][CH2:13]3)[N:10]=[C:6]2[CH:5]=[CH:4][CH:3]=1.[CH3:26][N:27]1[CH2:32][CH2:31][NH:30][CH2:29][CH2:28]1. The catalyst is [Cl-].[Na+].O. The product is [CH3:26][N:27]1[CH2:32][CH2:31][N:30]([C:2]2[N:7]3[CH:8]=[C:9]([CH2:11][N:12]4[C@@H:25]5[C@@H:16]([CH2:17][CH2:18][C:19]6[C:24]5=[N:23][CH:22]=[CH:21][CH:20]=6)[CH2:15][CH2:14][CH2:13]4)[N:10]=[C:6]3[CH:5]=[CH:4][CH:3]=2)[CH2:29][CH2:28]1. The yield is 0.810. (2) The reactants are [C:1]([C@@H:3]1[CH2:5][C@@H:4]1[CH2:6][O:7][C:8]1[N:13]=[C:12]([N:14]2[CH2:19][CH2:18][CH:17]([C:20]3[C:28]4[C:23](=[N:24][CH:25]=[CH:26][CH:27]=4)[NH:22][CH:21]=3)[CH2:16][CH2:15]2)[N:11]=[C:10]([C:29](OC)=[O:30])[N:9]=1)#[N:2].[NH2:33][C@H:34]([CH3:37])[CH2:35][OH:36].CCOC(C)=O. The catalyst is O1CCOCC1. The product is [C:1]([C@@H:3]1[CH2:5][C@@H:4]1[CH2:6][O:7][C:8]1[N:13]=[C:12]([N:14]2[CH2:15][CH2:16][CH:17]([C:20]3[C:28]4[C:23](=[N:24][CH:25]=[CH:26][CH:27]=4)[NH:22][CH:21]=3)[CH2:18][CH2:19]2)[N:11]=[C:10]([C:29]([NH:33][C@H:34]([CH3:37])[CH2:35][OH:36])=[O:30])[N:9]=1)#[N:2]. The yield is 0.0800. (3) The reactants are [CH3:1][C:2]1[C:6]([C:7]([O:9][CH2:10][CH3:11])=[O:8])=[C:5]([S:12][CH3:13])[S:4][C:3]=1[C:14]([O:16][CH2:17][CH3:18])=[O:15].[Br:19]N1C(=O)CCC1=O.N(C(C)(C)C#N)=NC(C)(C)C#N.O. The catalyst is ClC1C=CC=CC=1. The product is [Br:19][CH2:1][C:2]1[C:6]([C:7]([O:9][CH2:10][CH3:11])=[O:8])=[C:5]([S:12][CH3:13])[S:4][C:3]=1[C:14]([O:16][CH2:17][CH3:18])=[O:15]. The yield is 0.720. (4) The reactants are [CH2:1]([O:5][C:6]([NH:8][CH:9]([CH2:15][NH:16][C:17]([O:19][CH2:20][CH:21]([CH3:23])[CH3:22])=[O:18])[CH2:10][CH2:11][C:12](O)=[O:13])=[O:7])[CH:2]([CH3:4])[CH3:3].CN1CCOCC1.ClC(OCC(C)C)=O.[BH4-].[Na+]. The catalyst is CCO.O.COCCOC. The product is [OH:13][CH2:12][CH2:11][CH2:10][C@H:9]([NH:8][C:6](=[O:7])[O:5][CH2:1][CH:2]([CH3:4])[CH3:3])[CH2:15][NH:16][C:17](=[O:18])[O:19][CH2:20][CH:21]([CH3:22])[CH3:23]. The yield is 0.820. (5) The reactants are [CH3:1][N:2]([CH3:37])[CH2:3][C:4]#[C:5][C:6]1[CH:7]=[C:8]([NH:16][C:17]2[N:18]=[CH:19][C:20]3[CH2:21][C:22](=[O:36])[NH:23][C:24]4[CH:31]=[C:30]([C:32]([F:35])([F:34])[F:33])[CH:29]=[CH:28][C:25]=4[C:26]=3[N:27]=2)[C:9]([C:12]([F:15])([F:14])[F:13])=[N:10][CH:11]=1.CCO. The catalyst is [Ni].C1COCC1. The product is [CH3:37][N:2]([CH3:1])[CH2:3][CH2:4][CH2:5][C:6]1[CH:7]=[C:8]([NH:16][C:17]2[N:18]=[CH:19][C:20]3[CH2:21][C:22](=[O:36])[NH:23][C:24]4[CH:31]=[C:30]([C:32]([F:34])([F:33])[F:35])[CH:29]=[CH:28][C:25]=4[C:26]=3[N:27]=2)[C:9]([C:12]([F:15])([F:14])[F:13])=[N:10][CH:11]=1. The yield is 0.780.